This data is from NCI-60 drug combinations with 297,098 pairs across 59 cell lines. The task is: Regression. Given two drug SMILES strings and cell line genomic features, predict the synergy score measuring deviation from expected non-interaction effect. (1) Drug 1: CC1C(C(=O)NC(C(=O)N2CCCC2C(=O)N(CC(=O)N(C(C(=O)O1)C(C)C)C)C)C(C)C)NC(=O)C3=C4C(=C(C=C3)C)OC5=C(C(=O)C(=C(C5=N4)C(=O)NC6C(OC(=O)C(N(C(=O)CN(C(=O)C7CCCN7C(=O)C(NC6=O)C(C)C)C)C)C(C)C)C)N)C. Drug 2: CNC(=O)C1=NC=CC(=C1)OC2=CC=C(C=C2)NC(=O)NC3=CC(=C(C=C3)Cl)C(F)(F)F. Cell line: HCC-2998. Synergy scores: CSS=-1.96, Synergy_ZIP=-1.82, Synergy_Bliss=-8.34, Synergy_Loewe=-80.2, Synergy_HSA=-12.7. (2) Drug 1: CC1=C2C(C(=O)C3(C(CC4C(C3C(C(C2(C)C)(CC1OC(=O)C(C(C5=CC=CC=C5)NC(=O)C6=CC=CC=C6)O)O)OC(=O)C7=CC=CC=C7)(CO4)OC(=O)C)O)C)OC(=O)C. Drug 2: C1=CN(C=N1)CC(O)(P(=O)(O)O)P(=O)(O)O. Cell line: OVCAR-5. Synergy scores: CSS=16.3, Synergy_ZIP=0.672, Synergy_Bliss=0.0572, Synergy_Loewe=-19.2, Synergy_HSA=1.26. (3) Drug 1: C1=CC(=CC=C1CCC2=CNC3=C2C(=O)NC(=N3)N)C(=O)NC(CCC(=O)O)C(=O)O. Drug 2: CC1CCC2CC(C(=CC=CC=CC(CC(C(=O)C(C(C(=CC(C(=O)CC(OC(=O)C3CCCCN3C(=O)C(=O)C1(O2)O)C(C)CC4CCC(C(C4)OC)O)C)C)O)OC)C)C)C)OC. Cell line: SW-620. Synergy scores: CSS=28.9, Synergy_ZIP=-0.907, Synergy_Bliss=1.10, Synergy_Loewe=4.32, Synergy_HSA=5.03. (4) Drug 1: C1CCC(C(C1)N)N.C(=O)(C(=O)[O-])[O-].[Pt+4]. Drug 2: CCC1(C2=C(COC1=O)C(=O)N3CC4=CC5=C(C=CC(=C5CN(C)C)O)N=C4C3=C2)O.Cl. Cell line: SK-MEL-2. Synergy scores: CSS=30.4, Synergy_ZIP=-13.2, Synergy_Bliss=-11.9, Synergy_Loewe=-5.22, Synergy_HSA=-6.70.